From a dataset of Full USPTO retrosynthesis dataset with 1.9M reactions from patents (1976-2016). Predict the reactants needed to synthesize the given product. (1) Given the product [Cl:18][C:16]1[N:15]=[C:14]([S:19][CH3:20])[N:13]=[C:12]([NH:21][C:22]2[CH:34]=[CH:33][C:25]([C:26]([O:28][C:29]([CH3:30])([CH3:31])[CH3:32])=[O:27])=[CH:24][CH:23]=2)[CH:17]=1, predict the reactants needed to synthesize it. The reactants are: C[Si]([N-][Si](C)(C)C)(C)C.[Na+].Cl[C:12]1[CH:17]=[C:16]([Cl:18])[N:15]=[C:14]([S:19][CH3:20])[N:13]=1.[NH2:21][C:22]1[CH:34]=[CH:33][C:25]([C:26]([O:28][C:29]([CH3:32])([CH3:31])[CH3:30])=[O:27])=[CH:24][CH:23]=1. (2) Given the product [CH:41]1([C:37]2[N:36]=[C:35]([C:15]3[C:14]4[C:18](=[CH:19][CH:20]=[C:12]([C:10]5[S:11][C:7]([C:1]6[CH:6]=[CH:5][CH:4]=[CH:3][CH:2]=6)=[N:8][N:9]=5)[CH:13]=4)[N:17]([S:21]([C:24]4[CH:30]=[CH:29][C:27]([CH3:28])=[CH:26][CH:25]=4)(=[O:23])=[O:22])[CH:16]=3)[CH:40]=[N:39][CH:38]=2)[CH2:43][CH2:42]1, predict the reactants needed to synthesize it. The reactants are: [C:1]1([C:7]2[S:11][C:10]([C:12]3[CH:13]=[C:14]4[C:18](=[CH:19][CH:20]=3)[N:17]([S:21]([C:24]3[CH:30]=[CH:29][C:27]([CH3:28])=[CH:26][CH:25]=3)(=[O:23])=[O:22])[CH:16]=[C:15]4B(O)O)=[N:9][N:8]=2)[CH:6]=[CH:5][CH:4]=[CH:3][CH:2]=1.Br[C:35]1[CH:40]=[N:39][CH:38]=[C:37]([CH:41]2[CH2:43][CH2:42]2)[N:36]=1.P([O-])([O-])([O-])=O.[K+].[K+].[K+]. (3) Given the product [OH:2][CH:1]([C:3]1[O:4][C:5]2[CH:11]=[C:10]([C:12]([O:14][CH3:15])=[O:13])[CH:9]=[CH:8][C:6]=2[CH:7]=1)[CH3:16], predict the reactants needed to synthesize it. The reactants are: [CH:1]([C:3]1[O:4][C:5]2[CH:11]=[C:10]([C:12]([O:14][CH3:15])=[O:13])[CH:9]=[CH:8][C:6]=2[CH:7]=1)=[O:2].[CH3:16][Mg]Br. (4) Given the product [Br:1][C:2]1[CH:3]=[N:4][CH:5]=[CH:6][C:7]=1[CH:8]=[C:9]([CH3:10])[CH3:15], predict the reactants needed to synthesize it. The reactants are: [Br:1][C:2]1[CH:3]=[N:4][CH:5]=[CH:6][C:7]=1[CH:8]=[CH:9][CH2:10]CCC.Br[C:15]1C=NC=CC=1C=O.[I-].C([P+](C1C=CC=CC=1)(C1C=CC=CC=1)C1C=CC=CC=1)(C)C. (5) Given the product [NH2:2][C:1]1[C:3]2[C:4](=[CH:8][CH:9]=[CH:10][CH:11]=2)[C:5](=[O:7])[N:39]([CH2:34][C:35]([CH3:37])([CH3:38])[CH3:36])[C:40]=1[C:41]([O:43][C:44]([CH3:47])([CH3:46])[CH3:45])=[O:42], predict the reactants needed to synthesize it. The reactants are: [C:1]([C:3]1[CH:11]=[CH:10][CH:9]=[CH:8][C:4]=1[C:5]([OH:7])=O)#[N:2].ON1C2C=CC=CC=2N=N1.Cl.C(N=C=NCCCN(C)C)C.[CH2:34]([NH:39][CH2:40][C:41]([O:43][C:44]([CH3:47])([CH3:46])[CH3:45])=[O:42])[C:35]([CH3:38])([CH3:37])[CH3:36].CC(C)([O-])C.[K+].C(O)(=O)CC(CC(O)=O)(C(O)=O)O.